This data is from M1 muscarinic receptor agonist screen with 61,833 compounds. The task is: Binary Classification. Given a drug SMILES string, predict its activity (active/inactive) in a high-throughput screening assay against a specified biological target. (1) The compound is S1C(NC(=O)Cc2c3cc(C(C)C)c(cc3oc2)C)=NCC1. The result is 0 (inactive). (2) The drug is S=c1n(CCN2CCCC2)c(=O)c2c([nH]1)ccc(N1CCOCC1)c2. The result is 0 (inactive). (3) The compound is n1(c2c(nc1/N=C\c1ccc(N(C)C)cc1)cccc2)CC=C. The result is 1 (active). (4) The drug is S1CC(=O)N(Cc2cc(ccc2)C(O)=O)C1=O. The result is 0 (inactive). (5) The result is 0 (inactive). The molecule is S(=O)(=O)(N1C2N(C(=O)NC2N(S(=O)(=O)C)CC1)C)C. (6) The drug is S(=O)(=O)(N(CC)c1ccccc1)c1ccc(F)cc1. The result is 0 (inactive).